From a dataset of Peptide-MHC class I binding affinity with 185,985 pairs from IEDB/IMGT. Regression. Given a peptide amino acid sequence and an MHC pseudo amino acid sequence, predict their binding affinity value. This is MHC class I binding data. (1) The peptide sequence is SDYLELATI. The MHC is Patr-B2401 with pseudo-sequence Patr-B2401. The binding affinity (normalized) is 0.742. (2) The peptide sequence is TPQVPLRPM. The MHC is HLA-A23:01 with pseudo-sequence HLA-A23:01. The binding affinity (normalized) is 0. (3) The peptide sequence is IVRQRVIPV. The MHC is HLA-A68:02 with pseudo-sequence HLA-A68:02. The binding affinity (normalized) is 0.164. (4) The peptide sequence is MFWKLPPWL. The MHC is HLA-A02:19 with pseudo-sequence HLA-A02:19. The binding affinity (normalized) is 0.0847. (5) The peptide sequence is SVLCVKKFY. The MHC is HLA-A31:01 with pseudo-sequence HLA-A31:01. The binding affinity (normalized) is 0.170. (6) The peptide sequence is GSSKGNCAIK. The MHC is HLA-A31:01 with pseudo-sequence HLA-A31:01. The binding affinity (normalized) is 0.246. (7) The peptide sequence is RRRWQQIL. The MHC is HLA-B27:05 with pseudo-sequence HLA-B27:05. The binding affinity (normalized) is 0.529. (8) The peptide sequence is LRNIYETEF. The MHC is HLA-A29:02 with pseudo-sequence HLA-A29:02. The binding affinity (normalized) is 0.0847. (9) The MHC is HLA-A30:02 with pseudo-sequence HLA-A30:02. The peptide sequence is TMAMMARDT. The binding affinity (normalized) is 0.297.